From a dataset of Peptide-MHC class I binding affinity with 185,985 pairs from IEDB/IMGT. Regression. Given a peptide amino acid sequence and an MHC pseudo amino acid sequence, predict their binding affinity value. This is MHC class I binding data. (1) The peptide sequence is YMLKDSAPT. The MHC is HLA-B40:01 with pseudo-sequence HLA-B40:01. The binding affinity (normalized) is 0.0847. (2) The peptide sequence is GMMRWCMPV. The MHC is HLA-B40:13 with pseudo-sequence HLA-B40:13. The binding affinity (normalized) is 0.510. (3) The peptide sequence is KLNENIIRF. The MHC is HLA-A31:01 with pseudo-sequence HLA-A31:01. The binding affinity (normalized) is 0.339. (4) The MHC is HLA-A01:01 with pseudo-sequence HLA-A01:01. The peptide sequence is LLDGLLAWY. The binding affinity (normalized) is 0.765.